From a dataset of Reaction yield outcomes from USPTO patents with 853,638 reactions. Predict the reaction yield, written as a fraction of the theoretical maximum amount of product (1.0 means a 100% yield; for example, 0.34 means a 34% yield). (1) The reactants are [CH2:1]([O:3][C:4]1[CH:9]=[CH:8][CH:7]=[CH:6][C:5]=1B(O)O)[CH3:2].C(=O)([O-])[O-].[Na+].[Na+].[NH2:19][C:20]1[CH:25]=[C:24](Cl)[N:23]=[CH:22][N:21]=1. The catalyst is O1CCOCC1.C1C=CC([P]([Pd]([P](C2C=CC=CC=2)(C2C=CC=CC=2)C2C=CC=CC=2)([P](C2C=CC=CC=2)(C2C=CC=CC=2)C2C=CC=CC=2)[P](C2C=CC=CC=2)(C2C=CC=CC=2)C2C=CC=CC=2)(C2C=CC=CC=2)C2C=CC=CC=2)=CC=1. The product is [CH2:1]([O:3][C:4]1[CH:9]=[CH:8][CH:7]=[CH:6][C:5]=1[C:24]1[N:23]=[CH:22][N:21]=[C:20]([NH2:19])[CH:25]=1)[CH3:2]. The yield is 0.873. (2) The reactants are [CH3:1][N:2]1[CH2:7][CH2:6][NH:5][CH2:4][CH2:3]1.[CH2:8](N(CC)CC)C.[OH:15][C:16]1[CH:25]=[C:24]2[C:19]([CH:20]=[C:21]([C:27]3[S:28][C:29]([C:33](O)=[O:34])=[C:30]([CH3:32])[N:31]=3)[C:22](=[O:26])[O:23]2)=[CH:18][CH:17]=1.Cl.CN(C)CCCN=C=NCC.O.ON1C2C=CC=CC=2N=N1.C([O-])(O)=O.[Na+]. The catalyst is O.O1CCCC1. The product is [OH:15][C:16]1[CH:25]=[C:24]2[C:19]([C:20]([CH3:8])=[C:21]([C:27]3[S:28][C:29]([C:33]([N:5]4[CH2:6][CH2:7][N:2]([CH3:1])[CH2:3][CH2:4]4)=[O:34])=[C:30]([CH3:32])[N:31]=3)[C:22](=[O:26])[O:23]2)=[CH:18][CH:17]=1. The yield is 0.810. (3) The reactants are [F:1][C:2]1([F:17])[CH2:16][CH2:15][C:5]2([CH2:9][NH:8][C@H:7]([C:10]([O:12]CC)=[O:11])[CH2:6]2)[CH2:4][CH2:3]1.CN(C(ON1N=NC2C=CC=NC1=2)=[N+](C)C)C.F[P-](F)(F)(F)(F)F.[CH3:42][O:43][C:44]([NH:46][C@H:47]([C:51](O)=[O:52])[CH:48]([CH3:50])[CH3:49])=[O:45].C(N(CC)CC)C. The catalyst is C(Cl)Cl. The product is [F:17][C:2]1([F:1])[CH2:3][CH2:4][C:5]2([CH2:9][N:8]([C:51](=[O:52])[C@H:47]([CH:48]([CH3:49])[CH3:50])[NH:46][C:44]([O:43][CH3:42])=[O:45])[C@H:7]([C:10]([OH:12])=[O:11])[CH2:6]2)[CH2:15][CH2:16]1. The yield is 0.930. (4) The reactants are [NH:1]([CH2:6][C:7]([OH:9])=[O:8])[CH2:2][C:3]([OH:5])=[O:4].[P:10]([OH:13])([OH:12])[OH:11].P(=O)(O)(O)O.[CH2:19]=O. The catalyst is O. The product is [P:10]([CH2:19][N:1]([CH2:6][C:7]([OH:9])=[O:8])[CH2:2][C:3]([OH:5])=[O:4])([OH:13])([OH:12])=[O:11]. The yield is 0.795. (5) The reactants are [C:1]1([N:7]2[CH:11]=[CH:10][CH:9]=[N:8]2)[CH:6]=[CH:5][CH:4]=[CH:3][CH:2]=1.C(O[CH:16]=[CH:17][C:18]1[CH:23]=[CH:22][CH:21]=[CH:20][CH:19]=1)(=O)C.C1(C)C=CC=CC=1. The catalyst is CCN(CC)CC.CCOC(C)=O.CCCCCC. The product is [CH:16]([C:6]1[CH:5]=[CH:4][CH:3]=[CH:2][C:1]=1[N:7]1[CH:11]=[CH:10][CH:9]=[N:8]1)=[CH:17][C:18]1[CH:23]=[CH:22][CH:21]=[CH:20][CH:19]=1. The yield is 0.560. (6) The reactants are [CH2:1]([O:3][CH:4]([O:8][CH2:9][CH3:10])[C@@H:5]([NH2:7])[CH3:6])[CH3:2].[S:11]1[CH:15]=[C:14]([CH:16]=O)[C:13]2[CH:18]=[CH:19][CH:20]=[CH:21][C:12]1=2. No catalyst specified. The product is [S:11]1[CH:15]=[C:14]([CH2:16][NH:7][C@@H:5]([CH3:6])[CH:4]([O:8][CH2:9][CH3:10])[O:3][CH2:1][CH3:2])[C:13]2[CH:18]=[CH:19][CH:20]=[CH:21][C:12]1=2. The yield is 0.970. (7) The reactants are [Br:1][C:2]1[CH:3]=[C:4]([CH2:10][C:11]([O:13][CH2:14][CH3:15])=[O:12])[CH:5]=[C:6]([Cl:9])[C:7]=1[OH:8].C([O-])([O-])=O.[K+].[K+].[CH:22]1([CH2:25]Br)[CH2:24][CH2:23]1. The catalyst is CS(C)=O. The yield is 0.720. The product is [Br:1][C:2]1[CH:3]=[C:4]([CH2:10][C:11]([O:13][CH2:14][CH3:15])=[O:12])[CH:5]=[C:6]([Cl:9])[C:7]=1[O:8][CH2:25][CH:22]1[CH2:24][CH2:23]1. (8) The reactants are [CH3:1][N:2]([CH3:19])[C:3](=[O:18])[C@H:4]([O:6][C:7]1[CH:16]=[CH:15][CH:14]=[C:13]2[C:8]=1[C:9](=O)[NH:10][CH:11]=[N:12]2)[CH3:5].[NH2:20][C:21]1[CH:22]=[C:23]2[C:27](=[CH:28][CH:29]=1)[N:26]([CH2:30][C:31]1[CH:38]=[CH:37][CH:36]=[CH:35][C:32]=1[C:33]#[N:34])[N:25]=[CH:24]2. No catalyst specified. The product is [C:33]([C:32]1[CH:35]=[CH:36][CH:37]=[CH:38][C:31]=1[CH2:30][N:26]1[C:27]2[C:23](=[CH:22][C:21]([NH:20][C:9]3[C:8]4[C:13](=[CH:14][CH:15]=[CH:16][C:7]=4[O:6][C@H:4]([CH3:5])[C:3]([N:2]([CH3:19])[CH3:1])=[O:18])[N:12]=[CH:11][N:10]=3)=[CH:29][CH:28]=2)[CH:24]=[N:25]1)#[N:34]. The yield is 0.810. (9) The reactants are [Si]([O:18][C@@H:19]1[CH2:35][C:34]2[C@@:22]([CH3:43])([CH:23]3[CH:31]([CH2:32][CH:33]=2)[CH:30]2[C@@:26]([CH3:42])([C@@H:27]([C:36]4[CH2:40][O:39][C:38](=[O:41])[CH:37]=4)[CH2:28][CH2:29]2)[CH2:25][CH2:24]3)[CH2:21][CH2:20]1)(C(C)(C)C)(C1C=CC=CC=1)C1C=CC=CC=1. The catalyst is CO. The product is [OH:18][C@@H:19]1[CH2:35][C:34]2[C@@:22]([CH3:43])([CH:23]3[CH:31]([CH2:32][CH:33]=2)[CH:30]2[C@@:26]([CH3:42])([C@@H:27]([C:36]4[CH2:40][O:39][C:38](=[O:41])[CH:37]=4)[CH2:28][CH2:29]2)[CH2:25][CH2:24]3)[CH2:21][CH2:20]1. The yield is 0.730.